From a dataset of Reaction yield outcomes from USPTO patents with 853,638 reactions. Predict the reaction yield, written as a fraction of the theoretical maximum amount of product (1.0 means a 100% yield; for example, 0.34 means a 34% yield). (1) The yield is 0.520. The catalyst is CCOCC. The product is [CH3:7][Si:6]([CH3:9])([CH3:8])[C:5]#[C:4][C:1]1([CH3:11])[CH2:3][CH2:2]1. The reactants are [CH:1]1([C:4]#[C:5][Si:6]([CH3:9])([CH3:8])[CH3:7])[CH2:3][CH2:2]1.[Li][CH2:11]CCC.S(OC)(OC)(=O)=O. (2) The reactants are [CH:1]([Sn](CCCC)(CCCC)CCCC)=[C:2]([CH3:4])[CH3:3].[NH2:18][C:19]1[CH:24]=[N:23][C:22](Br)=[CH:21][N:20]=1.C(N(CC)C(C)C)(C)C.[Cl-].[Li+]. The catalyst is CN(C)C=O.C1C=CC([P]([Pd]([P](C2C=CC=CC=2)(C2C=CC=CC=2)C2C=CC=CC=2)([P](C2C=CC=CC=2)(C2C=CC=CC=2)C2C=CC=CC=2)[P](C2C=CC=CC=2)(C2C=CC=CC=2)C2C=CC=CC=2)(C2C=CC=CC=2)C2C=CC=CC=2)=CC=1. The product is [NH2:18][C:19]1[CH:24]=[N:23][C:22]([CH:1]=[C:2]([CH3:4])[CH3:3])=[CH:21][N:20]=1. The yield is 0.260.